Dataset: Catalyst prediction with 721,799 reactions and 888 catalyst types from USPTO. Task: Predict which catalyst facilitates the given reaction. (1) Reactant: [C:1]([C:3]1[CH:8]=[CH:7][C:6]([C:9]2[C:10]([C:14](OC)=[O:15])=[N:11][S:12][N:13]=2)=[CH:5][CH:4]=1)#[N:2].[Li+].[BH4-]. Product: [OH:15][CH2:14][C:10]1[C:9]([C:6]2[CH:7]=[CH:8][C:3]([C:1]#[N:2])=[CH:4][CH:5]=2)=[N:13][S:12][N:11]=1. The catalyst class is: 7. (2) Reactant: O[C:2]1[CH:7]=[CH:6][CH:5]=[CH:4][N:3]=1.[H-].[Na+].CN(C=[O:14])C.Cl[C:16]1[N:24]=[CH:23][N:22]=[C:21]2[C:17]=1[NH:18][CH:19]=[N:20]2. Product: [O:14]=[C:6]1[CH:5]=[CH:4][N:3]([C:16]2[N:24]=[CH:23][N:22]=[C:21]3[C:17]=2[NH:18][CH:19]=[N:20]3)[CH:2]=[CH:7]1. The catalyst class is: 6. (3) Reactant: [S:1]1[CH:5]=[CH:4][CH:3]=[CH:2]1.C([Li])CCC.[Cl:11][CH2:12][CH2:13][CH2:14][CH2:15][CH2:16][CH2:17]I. Product: [Cl:11][CH2:12][CH2:13][CH2:14][CH2:15][CH2:16][CH2:17][C:2]1[S:1][CH:5]=[CH:4][CH:3]=1. The catalyst class is: 1. (4) Reactant: [C:1]([O:5][C:6]([N:8]1[CH2:13][CH2:12][C:11](=O)[CH:10]([CH3:15])[CH2:9]1)=[O:7])([CH3:4])([CH3:3])[CH3:2].C[NH:17][CH2:18][C:19]1[CH:24]=[CH:23][CH:22]=[CH:21][CH:20]=1.[C:25](O[BH-](OC(=O)C)OC(=O)C)(=O)C.[Na+]. Product: [C:1]([O:5][C:6]([N:8]1[CH2:13][CH2:12][C@@H:11]([NH:17][C@H:18]([C:19]2[CH:24]=[CH:23][CH:22]=[CH:21][CH:20]=2)[CH3:25])[C@H:10]([CH3:15])[CH2:9]1)=[O:7])([CH3:4])([CH3:3])[CH3:2]. The catalyst class is: 4. (5) Reactant: [NH:1]1[CH2:6][CH2:5][CH2:4][CH:3]([N:7]2[C:11]3[CH:12]=[CH:13][CH:14]=[CH:15][C:10]=3[N:9]=[C:8]2[NH:16][C:17]([C:19]2[S:20][C:21]([C:24]3[CH:25]=[N:26][NH:27][CH:28]=3)=[CH:22][CH:23]=2)=[O:18])[CH2:2]1.[C:29](Cl)(=[O:32])[CH:30]=[CH2:31].[OH-].[Na+]. Product: [C:29]([N:1]1[CH2:6][CH2:5][CH2:4][CH:3]([N:7]2[C:11]3[CH:12]=[CH:13][CH:14]=[CH:15][C:10]=3[N:9]=[C:8]2[NH:16][C:17]([C:19]2[S:20][C:21]([C:24]3[CH:25]=[N:26][NH:27][CH:28]=3)=[CH:22][CH:23]=2)=[O:18])[CH2:2]1)(=[O:32])[CH:30]=[CH2:31]. The catalyst class is: 1. (6) Reactant: C([O:3][C:4](=[O:20])[C:5](=[O:19])[N:6]1[CH2:11][CH2:10][CH:9]([O:12][C:13]2[CH:18]=[CH:17][CH:16]=[CH:15][CH:14]=2)[CH2:8][CH2:7]1)C. Product: [O:19]=[C:5]([N:6]1[CH2:7][CH2:8][CH:9]([O:12][C:13]2[CH:18]=[CH:17][CH:16]=[CH:15][CH:14]=2)[CH2:10][CH2:11]1)[C:4]([OH:20])=[O:3]. The catalyst class is: 40. (7) Reactant: C(O[CH2:4][CH2:5]O)C.[CH3:7][C:8]1[CH:13]=[CH:12][CH:11]=[CH:10][C:9]=1[C:14]1[CH:19]=[CH:18][CH:17]=[C:16]([C:20]2[CH:25]=[CH:24]C=[CH:22][N:21]=2)[CH:15]=1. Product: [CH3:7][C:8]1[CH:13]=[CH:12][CH:11]=[CH:10][C:9]=1[C:14]1[CH:19]=[CH:18][CH:17]=[C:16]([C:20]2[CH:25]=[CH:24][C:4]([CH3:5])=[CH:22][N:21]=2)[CH:15]=1. The catalyst class is: 6.